Dataset: Peptide-MHC class I binding affinity with 185,985 pairs from IEDB/IMGT. Task: Regression. Given a peptide amino acid sequence and an MHC pseudo amino acid sequence, predict their binding affinity value. This is MHC class I binding data. (1) The peptide sequence is GKMDHVMAK. The MHC is Mamu-B8301 with pseudo-sequence Mamu-B8301. The binding affinity (normalized) is 0.440. (2) The peptide sequence is SSWAVHWFS. The MHC is HLA-A68:02 with pseudo-sequence HLA-A68:02. The binding affinity (normalized) is 0.231. (3) The peptide sequence is YVTLNASQY. The MHC is HLA-A31:01 with pseudo-sequence HLA-A31:01. The binding affinity (normalized) is 0. (4) The peptide sequence is FRNLAYGRTCVLGK. The MHC is HLA-B18:01 with pseudo-sequence HLA-B18:01. The binding affinity (normalized) is 0. (5) The peptide sequence is YCNTNYLSK. The MHC is HLA-A31:01 with pseudo-sequence HLA-A31:01. The binding affinity (normalized) is 0.